The task is: Regression. Given two drug SMILES strings and cell line genomic features, predict the synergy score measuring deviation from expected non-interaction effect.. This data is from NCI-60 drug combinations with 297,098 pairs across 59 cell lines. (1) Drug 1: CC1C(C(=O)NC(C(=O)N2CCCC2C(=O)N(CC(=O)N(C(C(=O)O1)C(C)C)C)C)C(C)C)NC(=O)C3=C4C(=C(C=C3)C)OC5=C(C(=O)C(=C(C5=N4)C(=O)NC6C(OC(=O)C(N(C(=O)CN(C(=O)C7CCCN7C(=O)C(NC6=O)C(C)C)C)C)C(C)C)C)N)C. Drug 2: C1=CC=C(C=C1)NC(=O)CCCCCCC(=O)NO. Cell line: HL-60(TB). Synergy scores: CSS=9.24, Synergy_ZIP=14.1, Synergy_Bliss=5.48, Synergy_Loewe=-31.1, Synergy_HSA=-29.3. (2) Drug 1: C1=NC2=C(N=C(N=C2N1C3C(C(C(O3)CO)O)F)Cl)N. Drug 2: C(CC(=O)O)C(=O)CN.Cl. Cell line: NCI-H522. Synergy scores: CSS=5.43, Synergy_ZIP=-1.52, Synergy_Bliss=1.07, Synergy_Loewe=-0.311, Synergy_HSA=-0.396. (3) Drug 2: C1=CN(C(=O)N=C1N)C2C(C(C(O2)CO)O)O.Cl. Cell line: SNB-75. Drug 1: CC1C(C(CC(O1)OC2CC(CC3=C2C(=C4C(=C3O)C(=O)C5=C(C4=O)C(=CC=C5)OC)O)(C(=O)C)O)N)O.Cl. Synergy scores: CSS=24.0, Synergy_ZIP=2.90, Synergy_Bliss=9.25, Synergy_Loewe=9.45, Synergy_HSA=9.69. (4) Cell line: SN12C. Synergy scores: CSS=1.01, Synergy_ZIP=-1.46, Synergy_Bliss=-2.57, Synergy_Loewe=-9.66, Synergy_HSA=-3.33. Drug 2: CCCCC(=O)OCC(=O)C1(CC(C2=C(C1)C(=C3C(=C2O)C(=O)C4=C(C3=O)C=CC=C4OC)O)OC5CC(C(C(O5)C)O)NC(=O)C(F)(F)F)O. Drug 1: CN(C)C1=NC(=NC(=N1)N(C)C)N(C)C. (5) Drug 1: CN1CCC(CC1)COC2=C(C=C3C(=C2)N=CN=C3NC4=C(C=C(C=C4)Br)F)OC. Drug 2: C1=CC=C(C(=C1)C(C2=CC=C(C=C2)Cl)C(Cl)Cl)Cl. Cell line: OVCAR-4. Synergy scores: CSS=13.1, Synergy_ZIP=-1.67, Synergy_Bliss=1.38, Synergy_Loewe=-3.20, Synergy_HSA=2.61. (6) Drug 1: CC(C)(C#N)C1=CC(=CC(=C1)CN2C=NC=N2)C(C)(C)C#N. Drug 2: CC(C)CN1C=NC2=C1C3=CC=CC=C3N=C2N. Cell line: UACC62. Synergy scores: CSS=-2.31, Synergy_ZIP=1.73, Synergy_Bliss=1.06, Synergy_Loewe=-1.71, Synergy_HSA=-2.34.